Predict the reaction yield, written as a fraction of the theoretical maximum amount of product (1.0 means a 100% yield; for example, 0.34 means a 34% yield). From a dataset of Reaction yield outcomes from USPTO patents with 853,638 reactions. (1) The reactants are [CH2:1]([O:8][C:9]([CH2:11][O:12][C:13](=[O:17])[C@@H:14]([OH:16])[CH3:15])=[O:10])[C:2]1[CH:7]=[CH:6][CH:5]=[CH:4][CH:3]=1.[Cl:18][C:19]1[CH:20]=[CH:21][C:22]([O:43][CH3:44])=[C:23]([C@@:25]2([F:42])[C:33]3[C:28](=[CH:29][C:30]([C:34]([F:37])([F:36])[F:35])=[CH:31][CH:32]=3)[N:27]([C:38](Cl)=[O:39])[C:26]2=[O:41])[CH:24]=1. The catalyst is C(Cl)Cl.C1(C)C=CC=CC=1. The product is [Cl:18][C:19]1[CH:20]=[CH:21][C:22]([O:43][CH3:44])=[C:23]([C@@:25]2([F:42])[C:33]3[C:28](=[CH:29][C:30]([C:34]([F:37])([F:35])[F:36])=[CH:31][CH:32]=3)[N:27]([C:38]([O:16][C@@H:14]([CH3:15])[C:13]([O:12][CH2:11][C:9]([O:8][CH2:1][C:2]3[CH:3]=[CH:4][CH:5]=[CH:6][CH:7]=3)=[O:10])=[O:17])=[O:39])[C:26]2=[O:41])[CH:24]=1. The yield is 0.520. (2) The reactants are [F:1][C:2]1[CH:3]=[C:4]([C:8]2[CH:23]=[C:11]3[CH2:12][N:13]([C:16]([O:18][C:19]([CH3:22])([CH3:21])[CH3:20])=[O:17])[CH2:14][CH2:15][N:10]3[N:9]=2)[CH:5]=[CH:6][CH:7]=1.C1C(=O)N([I:31])C(=O)C1. The catalyst is ClCCl. The product is [F:1][C:2]1[CH:3]=[C:4]([C:8]2[C:23]([I:31])=[C:11]3[CH2:12][N:13]([C:16]([O:18][C:19]([CH3:20])([CH3:22])[CH3:21])=[O:17])[CH2:14][CH2:15][N:10]3[N:9]=2)[CH:5]=[CH:6][CH:7]=1. The yield is 0.860. (3) The reactants are [Br:1][C:2]1[CH:7]=[CH:6][C:5]([Cl:8])=[CH:4][C:3]=1[F:9].[Li+].CC([N-]C(C)C)C.C1C[O:21]CC1.CCCCCCC.C(C1C=CC=CC=1)C.B(OC)(OC)OC.C(OO)(=O)C. The catalyst is O1CCCC1. The product is [Br:1][C:2]1[C:3]([F:9])=[C:4]([OH:21])[C:5]([Cl:8])=[CH:6][CH:7]=1. The yield is 0.760.